This data is from Reaction yield outcomes from USPTO patents with 853,638 reactions. The task is: Predict the reaction yield, written as a fraction of the theoretical maximum amount of product (1.0 means a 100% yield; for example, 0.34 means a 34% yield). The reactants are Cl[C:2]1[CH:3]=[CH:4][C:5]2[N:6]([C:8]([CH2:18][NH:19][C:20]3[N:25]=[C:24]([CH:26]=O)[CH:23]=[CH:22][N:21]=3)=[C:9]([C:11]3[CH:16]=[CH:15][C:14]([F:17])=[CH:13][CH:12]=3)[N:10]=2)[CH:7]=1.[C:28](O)(=O)C.[CH2:32]([NH2:34])[CH3:33].[BH-](OC(C)=O)(OC(C)=O)OC(C)=O.[Na+]. The catalyst is C(Cl)Cl. The product is [CH2:32]([NH:34][CH2:26][C:24]1[CH:23]=[CH:22][N:21]=[C:20]([NH:19][CH2:18][C:8]2[N:6]3[CH:7]=[C:2]([CH3:28])[CH:3]=[CH:4][C:5]3=[N:10][C:9]=2[C:11]2[CH:16]=[CH:15][C:14]([F:17])=[CH:13][CH:12]=2)[N:25]=1)[CH3:33]. The yield is 0.370.